Task: Regression/Classification. Given a drug SMILES string, predict its absorption, distribution, metabolism, or excretion properties. Task type varies by dataset: regression for continuous measurements (e.g., permeability, clearance, half-life) or binary classification for categorical outcomes (e.g., BBB penetration, CYP inhibition). Dataset: cyp2c19_veith.. Dataset: CYP2C19 inhibition data for predicting drug metabolism from PubChem BioAssay (1) The molecule is CP(=O)(Nc1ccc(Cl)cc1)Oc1ccc(F)cc1. The result is 1 (inhibitor). (2) The molecule is O=C(O)[C@H]1CCCNC1. The result is 0 (non-inhibitor). (3) The drug is Nc1ccccc1C(=O)OCC(=O)Nc1ccc(Br)cc1F. The result is 1 (inhibitor). (4) The result is 1 (inhibitor). The drug is CCc1ccc(NCCC(=O)c2ccc(Cl)cc2)cc1. (5) The compound is NC(=S)SCCC(=O)O. The result is 0 (non-inhibitor).